Task: Predict the product of the given reaction.. Dataset: Forward reaction prediction with 1.9M reactions from USPTO patents (1976-2016) (1) Given the reactants [Br:1][C:2]1[CH:11]=[CH:10][CH:9]=[C:8]2[C:3]=1[C:4]([C:12]([O:14]C)=[O:13])=[CH:5][N:6]=[CH:7]2.[OH-].[K+], predict the reaction product. The product is: [Br:1][C:2]1[CH:11]=[CH:10][CH:9]=[C:8]2[C:3]=1[C:4]([C:12]([OH:14])=[O:13])=[CH:5][N:6]=[CH:7]2. (2) Given the reactants [CH2:1]([O:8][C:9]([NH:11][C:12]1([C:15](O)=[O:16])[CH2:14][CH2:13]1)=[O:10])[C:2]1[CH:7]=[CH:6][CH:5]=[CH:4][CH:3]=1.[H]1[BH2][H][BH2]1.C([O-])([O-])=O.[K+].[K+], predict the reaction product. The product is: [CH2:1]([O:8][C:9]([NH:11][C:12]1([CH2:15][OH:16])[CH2:13][CH2:14]1)=[O:10])[C:2]1[CH:3]=[CH:4][CH:5]=[CH:6][CH:7]=1. (3) Given the reactants [C:1]([C:3]1[CH:8]=[CH:7][C:6]([N:9]2[C:13]([C:14]3[C:15](=[O:33])[N:16]([CH3:32])[C:17](=[O:31])[N:18]([C:21]4[CH:22]=[C:23](CC(O)=O)[CH:24]=[CH:25][CH:26]=4)[C:19]=3[CH3:20])=[CH:12][CH:11]=[N:10]2)=[CH:5][CH:4]=1)#[N:2].[OH:34]N1C2N=CC=CC=2N=N1.C([N:46]([CH:49](C)C)CC)C.[Cl-].[NH4+], predict the reaction product. The product is: [C:1]([C:3]1[CH:4]=[CH:5][C:6]([N:9]2[C:13]([C:14]3[C:15](=[O:33])[N:16]([CH3:32])[C:17](=[O:31])[N:18]([C:21]4[CH:22]=[C:23]([CH:24]=[CH:25][CH:26]=4)[C:49]([NH2:46])=[O:34])[C:19]=3[CH3:20])=[CH:12][CH:11]=[N:10]2)=[CH:7][CH:8]=1)#[N:2]. (4) Given the reactants [CH2:1]([C@@H:8]1[CH2:13][N:12]([CH2:14][C:15]2[CH:20]=[CH:19][CH:18]=[CH:17][CH:16]=2)[CH2:11][CH2:10][N:9]1[C:21](=[O:27])[C:22](OCC)=[O:23])[C:2]1[CH:7]=[CH:6][CH:5]=[CH:4][CH:3]=1.O.[NH2:29][NH2:30], predict the reaction product. The product is: [CH2:1]([C@@H:8]1[CH2:13][N:12]([CH2:14][C:15]2[CH:16]=[CH:17][CH:18]=[CH:19][CH:20]=2)[CH2:11][CH2:10][N:9]1[C:21](=[O:27])[C:22]([NH:29][NH2:30])=[O:23])[C:2]1[CH:3]=[CH:4][CH:5]=[CH:6][CH:7]=1. (5) Given the reactants Br[CH2:2][C:3]1[C:8]([O:9][CH3:10])=[CH:7][CH:6]=[C:5]([O:11][CH3:12])[N:4]=1.C(=O)(O)[O-:14].[Na+].[I-].[Na+].O, predict the reaction product. The product is: [CH3:10][O:9][C:8]1[C:3]([CH:2]=[O:14])=[N:4][C:5]([O:11][CH3:12])=[CH:6][CH:7]=1. (6) Given the reactants [CH2:1]([O:3][C:4]1[C:5]([F:30])=[C:6]([N:11]2[CH2:20][C:19]3[C:14](=[N:15][C:16](S(C)=O)=[N:17][CH:18]=3)[N:13]([CH:24]([CH2:27][CH3:28])[CH2:25][CH3:26])[C:12]2=[O:29])[C:7]([F:10])=[CH:8][CH:9]=1)[CH3:2].[CH2:31]([N:33]([CH2:39][CH3:40])[CH2:34][CH2:35][CH2:36][CH2:37][NH2:38])[CH3:32].C(OCC)(=O)C.C(O)C.C(N(CC)CC)C, predict the reaction product. The product is: [CH:24]1([N:13]2[C:14]3=[N:15][C:16]([NH:38][CH2:37][CH2:36][CH2:35][CH2:34][N:33]([CH2:39][CH3:40])[CH2:31][CH3:32])=[N:17][CH:18]=[C:19]3[CH2:20][N:11]([C:6]3[C:7]([F:10])=[CH:8][CH:9]=[C:4]([O:3][CH2:1][CH3:2])[C:5]=3[F:30])[C:12]2=[O:29])[CH2:27][CH2:28][CH2:26][CH2:25]1.